This data is from Catalyst prediction with 721,799 reactions and 888 catalyst types from USPTO. The task is: Predict which catalyst facilitates the given reaction. (1) Product: [CH2:1]([O:3][C:4]([C:5]1[CH:10]=[C:9]2[C:8](=[CH:7][CH:6]=1)[NH:11][CH:20]([C:19]1[CH:22]=[CH:23][CH:24]=[C:17]([S:14]([CH3:13])(=[O:16])=[O:15])[CH:18]=1)[CH2:51][C:52]2([CH3:54])[CH3:53])=[O:12])[CH3:2]. The catalyst class is: 10. Reactant: [CH2:1]([O:3][C:4](=[O:12])[C:5]1[CH:10]=[CH:9][C:8]([NH2:11])=[CH:7][CH:6]=1)[CH3:2].[CH3:13][S:14]([C:17]1[CH:18]=[C:19]([CH:22]=[CH:23][CH:24]=1)[CH:20]=O)(=[O:16])=[O:15].O.[O-]S(C(F)(F)F)(=O)=O.[Yb+3].[O-]S(C(F)(F)F)(=O)=O.[O-]S(C(F)(F)F)(=O)=O.[CH2:51]=[C:52]([CH3:54])[CH3:53]. (2) Reactant: [OH-:1].[K+].[NH:3]1[C:11]2[C:6](=[CH:7][CH:8]=[CH:9][CH:10]=2)[C:5](=O)[C:4]1=[O:13].[C:14]([C:17]1[CH:18]=[CH:19][C:20](=[O:24])[NH:21][C:22]=1[CH3:23])(=O)[CH3:15]. Product: [CH3:23][C:22]1[NH:21][C:20](=[O:24])[CH:19]=[CH:18][C:17]=1[C:14]1[CH:15]=[C:5]([C:4]([OH:13])=[O:1])[C:6]2[C:11](=[CH:10][CH:9]=[CH:8][CH:7]=2)[N:3]=1. The catalyst class is: 88. (3) Reactant: [CH3:1][N:2]1[C:7](=[O:8])[C:6]2[C:9]([C:30]3[CH:35]=[CH:34][CH:33]=[CH:32][CH:31]=3)=[C:10]([C:12]3[CH:17]=[CH:16][C:15]([C:18]4([NH:22][C:23](=[O:29])[O:24][C:25]([CH3:28])([CH3:27])[CH3:26])[CH2:21][CH2:20][CH2:19]4)=[CH:14][CH:13]=3)[O:11][C:5]=2[N:4]=[C:3]1S(C)(=O)=O.[NH2:40][C@@H:41]([CH3:44])[CH2:42][OH:43]. Product: [OH:43][CH2:42][C@@H:41]([NH:40][C:3]1[N:2]([CH3:1])[C:7](=[O:8])[C:6]2[C:9]([C:30]3[CH:35]=[CH:34][CH:33]=[CH:32][CH:31]=3)=[C:10]([C:12]3[CH:13]=[CH:14][C:15]([C:18]4([NH:22][C:23](=[O:29])[O:24][C:25]([CH3:26])([CH3:27])[CH3:28])[CH2:21][CH2:20][CH2:19]4)=[CH:16][CH:17]=3)[O:11][C:5]=2[N:4]=1)[CH3:44]. The catalyst class is: 1. (4) Reactant: [O:1]=[C:2]1[C:6]2([CH2:11][CH2:10][N:9]([C:12]([O:14][C:15]([CH3:18])([CH3:17])[CH3:16])=[O:13])[CH2:8][CH2:7]2)[CH2:5][CH2:4][N:3]1[C:19]1[CH2:20][O:21][C:22](=[O:24])[CH:23]=1.[Br:25]N1C(=O)CCC1=O. Product: [Br:25][C:23]1[C:22](=[O:24])[O:21][CH2:20][C:19]=1[N:3]1[CH2:4][CH2:5][C:6]2([CH2:11][CH2:10][N:9]([C:12]([O:14][C:15]([CH3:17])([CH3:18])[CH3:16])=[O:13])[CH2:8][CH2:7]2)[C:2]1=[O:1]. The catalyst class is: 2. (5) The catalyst class is: 241. Product: [C:1]([O:5][C:6](=[O:33])[C@H:7]([CH2:26][S:27][CH2:28][CH:29]([O:32][C:12](=[O:11])[CH2:13][CH2:14][CH2:15][CH2:16][CH2:17][CH2:25][CH2:24][CH2:23][CH2:22][CH2:21][CH2:20][CH2:19][CH2:18][CH2:60][CH3:61])[CH2:30][O:31][C:34](=[O:50])[CH2:35][CH2:36][CH2:37][CH2:38][CH2:39][CH2:40][CH2:41][CH2:42][CH2:43][CH2:44][CH2:45][CH2:46][CH2:47][CH2:48][CH3:49])[NH:8][C:9]([O:11][CH2:12][C:13]1[C:25]2[CH2:24][C:23]3[C:18](=[CH:19][CH:20]=[CH:21][CH:22]=3)[C:17]=2[CH:16]=[CH:15][CH:14]=1)=[O:10])([CH3:4])([CH3:2])[CH3:3]. Reactant: [C:1]([O:5][C:6](=[O:33])[C@H:7]([CH2:26][S:27][CH2:28][CH:29]([OH:32])[CH2:30][OH:31])[NH:8][C:9]([O:11][CH2:12][C:13]1[C:25]2[CH2:24][C:23]3[C:18](=[CH:19][CH:20]=[CH:21][CH:22]=3)[C:17]=2[CH:16]=[CH:15][CH:14]=1)=[O:10])([CH3:4])([CH3:3])[CH3:2].[C:34](Cl)(=[O:50])[CH2:35][CH2:36][CH2:37][CH2:38][CH2:39][CH2:40][CH2:41][CH2:42][CH2:43][CH2:44][CH2:45][CH2:46][CH2:47][CH2:48][CH3:49].C(Cl)Cl.C(N([CH2:60][CH3:61])CC)C. (6) Reactant: C1[C@@H]([NH2:4])[C@@H]1C1C=CC=CC=1.CN1[C@@H]2[C@@](C3C=CC(OC)=C(OC)C=3)(CC[C@H](N)C2)CC1.CCN(C(C)C)C(C)C.Cl[C:42]([O:44][C:45]1[CH:50]=[CH:49][C:48]([N+:51]([O-:53])=[O:52])=[CH:47][CH:46]=1)=[O:43]. Product: [C:42](=[O:43])([O:44][C:45]1[CH:50]=[CH:49][C:48]([N+:51]([O-:53])=[O:52])=[CH:47][CH:46]=1)[NH2:4]. The catalyst class is: 2.